From a dataset of Reaction yield outcomes from USPTO patents with 853,638 reactions. Predict the reaction yield, written as a fraction of the theoretical maximum amount of product (1.0 means a 100% yield; for example, 0.34 means a 34% yield). The reactants are C([O:8][N:9]1[C:15](=[O:16])[N:14]2[CH2:17][C@H:10]1[CH2:11][CH2:12][C@H:13]2[C:18]([NH:20][O:21][CH2:22][C@@H:23]1[CH2:27][CH2:26][CH2:25][N:24]1[C:28]([O:30][C:31]([CH3:34])([CH3:33])[CH3:32])=[O:29])=[O:19])C1C=CC=CC=1. The catalyst is CO.[Pd]. The product is [OH:8][N:9]1[C:15](=[O:16])[N:14]2[CH2:17][C@H:10]1[CH2:11][CH2:12][C@H:13]2[C:18]([NH:20][O:21][CH2:22][C@@H:23]1[CH2:27][CH2:26][CH2:25][N:24]1[C:28]([O:30][C:31]([CH3:34])([CH3:33])[CH3:32])=[O:29])=[O:19]. The yield is 1.00.